This data is from Forward reaction prediction with 1.9M reactions from USPTO patents (1976-2016). The task is: Predict the product of the given reaction. (1) Given the reactants [OH:1][CH2:2][C:3]1[CH:4]=[C:5]([CH:29]=[CH:30][CH:31]=1)[CH2:6][C@H:7]1[C@H:15]2[C@@H:11]([N:12]([CH2:17][C:18]3[CH:23]=[CH:22][CH:21]=[C:20]([CH:24]([CH3:26])[CH3:25])[CH:19]=3)[C:13](=[O:16])[O:14]2)[CH2:10][S:9](=[O:28])(=[O:27])[CH2:8]1.N1C2C=CC=CC=2N=N1.O=S(Cl)Cl.[CH3:45][O:46][C@@H:47]([CH3:50])[CH2:48]O.[H-].[Na+], predict the reaction product. The product is: [CH:24]([C:20]1[CH:19]=[C:18]([CH:23]=[CH:22][CH:21]=1)[CH2:17][N:12]1[C@@H:11]2[C@H:15]([C@H:7]([CH2:6][C:5]3[CH:29]=[CH:30][CH:31]=[C:3]([CH2:2][O:1][CH2:48][C@@H:47]([O:46][CH3:45])[CH3:50])[CH:4]=3)[CH2:8][S:9](=[O:27])(=[O:28])[CH2:10]2)[O:14][C:13]1=[O:16])([CH3:25])[CH3:26]. (2) The product is: [CH2:1]([C@H:8]1[N:13]([C:14](=[O:32])[CH2:15][CH2:16][C:17]2[CH:22]=[CH:21][CH:20]=[CH:19][C:18]=2[O:23][C:53]2[CH:54]=[CH:55][CH:56]=[CH:57][C:58]=2/[CH:1]=[CH:8]/[C:9]#[N:10])[CH2:12][CH2:11][N:10]([C:33]([O:35][C:36]([CH3:38])([CH3:37])[CH3:39])=[O:34])[CH2:9]1)[C:2]1[CH:3]=[CH:4][CH:5]=[CH:6][CH:7]=1. Given the reactants [CH2:1]([C@H:8]1[N:13]([C:14](=[O:32])[CH2:15][CH2:16][C:17]2[CH:22]=[CH:21][CH:20]=[CH:19][C:18]=2[O:23]C2C=CC=CC=2C=O)[CH2:12][CH2:11][N:10]([C:33]([O:35][C:36]([CH3:39])([CH3:38])[CH3:37])=[O:34])[CH2:9]1)[C:2]1[CH:7]=[CH:6][CH:5]=[CH:4][CH:3]=1.[C:53]1(P(=CC#N)([C:53]2[CH:58]=[CH:57][CH:56]=[CH:55][CH:54]=2)[C:53]2[CH:58]=[CH:57][CH:56]=[CH:55][CH:54]=2)[CH:58]=[CH:57][CH:56]=[CH:55][CH:54]=1, predict the reaction product. (3) Given the reactants [C:1]([O:6][CH2:7][CH2:8][CH2:9][P:10](=[O:21])([O:16][Si](C)(C)C)[O:11][Si](C)(C)C)(=[O:5])[C:2]([CH3:4])=[CH2:3], predict the reaction product. The product is: [C:1]([O:6][CH2:7][CH2:8][CH2:9][P:10](=[O:11])([OH:21])[OH:16])(=[O:5])[C:2]([CH3:4])=[CH2:3]. (4) Given the reactants [NH2:1][C:2]1[CH:7]=[C:6]([Cl:8])[C:5]([OH:9])=[C:4]([Cl:10])[CH:3]=1.[F:11][C:12]([F:23])([F:22])[C:13]1[CH:14]=[C:15]([N:19]=[C:20]=[O:21])[CH:16]=[CH:17][CH:18]=1.Cl.C(Cl)Cl, predict the reaction product. The product is: [Cl:8][C:6]1[CH:7]=[C:2]([NH:1][C:20]([NH:19][C:15]2[CH:16]=[CH:17][CH:18]=[C:13]([C:12]([F:11])([F:22])[F:23])[CH:14]=2)=[O:21])[CH:3]=[C:4]([Cl:10])[C:5]=1[OH:9]. (5) Given the reactants C1(O[C:8](=[O:42])[O:9][CH2:10][N:11]2[C:20]3[C:15](=[CH:16][CH:17]=[C:18]([O:21][CH2:22][CH2:23][CH2:24][CH2:25][N:26]4[CH2:31][CH2:30][N:29]([C:32]5[C:40]6[CH:39]=[CH:38][S:37][C:36]=6[CH:35]=[CH:34][CH:33]=5)[CH2:28][CH2:27]4)[CH:19]=3)[CH:14]=[CH:13][C:12]2=[O:41])C=CC=CC=1.[NH:43]1[CH2:48][CH2:47][CH2:46][CH2:45][CH2:44]1.O, predict the reaction product. The product is: [S:37]1[CH:38]=[CH:39][C:40]2[C:32]([N:29]3[CH2:28][CH2:27][N:26]([CH2:25][CH2:24][CH2:23][CH2:22][O:21][C:18]4[CH:19]=[C:20]5[C:15]([CH:14]=[CH:13][C:12](=[O:41])[N:11]5[CH2:10][O:9][C:8]([N:43]5[CH2:48][CH2:47][CH2:46][CH2:45][CH2:44]5)=[O:42])=[CH:16][CH:17]=4)[CH2:31][CH2:30]3)=[CH:33][CH:34]=[CH:35][C:36]1=2. (6) Given the reactants Cl.[CH:2]12[CH2:23][CH:5]([CH2:6][C@@H:7]1[NH:8][CH2:9][C@@H:10]([C:12]1[C:13]([CH3:22])=[C:14]3[C:18](=[CH:19][CH:20]=1)[C:17](=[O:21])[O:16][CH2:15]3)[OH:11])[CH2:4][NH:3]2.[CH3:24][C:25]1[C:33]2[CH2:32][O:31][C:30](=[O:34])[C:29]=2[CH:28]=[CH:27][C:26]=1[C@@H:35]1[CH2:37][O:36]1, predict the reaction product. The product is: [OH:36][C@H:35]([C:26]1[CH:27]=[CH:28][C:29]2[C:30](=[O:34])[O:31][CH2:32][C:33]=2[C:25]=1[CH3:24])[CH2:37][N:3]1[CH2:4][C@@H:5]2[CH2:23][C@H:2]1[CH:7]([NH:8][CH2:9][C@H:10]([OH:11])[C:12]1[CH:20]=[CH:19][C:18]3[C:17](=[O:21])[O:16][CH2:15][C:14]=3[C:13]=1[CH3:22])[CH2:6]2.